This data is from Reaction yield outcomes from USPTO patents with 853,638 reactions. The task is: Predict the reaction yield, written as a fraction of the theoretical maximum amount of product (1.0 means a 100% yield; for example, 0.34 means a 34% yield). The reactants are C(O)(C(F)(F)F)=O.[I:8][C:9]1[CH:14]=[CH:13][CH:12]=[CH:11][C:10]=1/[CH:15]=[CH:16]/[C:17]([NH:19][CH2:20][CH2:21][NH:22][C:23](=[O:29])OC(C)(C)C)=[O:18].C([O-])([O-])=O.[K+].[K+].[OH:36][C:37]1[CH:38]=[C:39](/[CH:45]=[C:46](\[C:50]2[CH:55]=[C:54]([O:56][CH3:57])[C:53]([O:58][CH3:59])=[C:52]([O:60][CH3:61])[CH:51]=2)/C(O)=O)[CH:40]=[CH:41][C:42]=1[O:43][CH3:44].C[N+]1(C2N=C(OC)N=C(OC)N=2)CCOCC1.[Cl-]. The catalyst is C(Cl)Cl.CN(C=O)C.O. The product is [OH:36][C:37]1[CH:38]=[C:39](/[CH:45]=[C:46](\[C:50]2[CH:51]=[C:52]([O:60][CH3:61])[C:53]([O:58][CH3:59])=[C:54]([O:56][CH3:57])[CH:55]=2)/[C:23]([NH:22][CH2:21][CH2:20][NH:19][C:17](=[O:18])/[CH:16]=[CH:15]/[C:10]2[CH:11]=[CH:12][CH:13]=[CH:14][C:9]=2[I:8])=[O:29])[CH:40]=[CH:41][C:42]=1[O:43][CH3:44]. The yield is 0.520.